This data is from Experimentally validated miRNA-target interactions with 360,000+ pairs, plus equal number of negative samples. The task is: Binary Classification. Given a miRNA mature sequence and a target amino acid sequence, predict their likelihood of interaction. (1) The miRNA is hsa-miR-1207-5p with sequence UGGCAGGGAGGCUGGGAGGGG. The protein sequence of the target gene is MKDKQKKKKERTWAEAARLVLENYSDAPMTPKQILQVIEAEGLKEMRSGTSPLACLNAMLHSNSRGGEGLFYKLPGRISLFTLKKDALQWSRHPATVEGEEPEDTADVESCGSNEASTVSGENDVSLDETSSNASCSTESQSRPLSNPRDSYRASSQANKQKKKTGVMLPRVVLTPLKVNGAHVESASGFSGCHADGESGSPSSSSSGSLALGSAAIRGQAEVTQDPAPLLRGFRKPATGQMKRNRGEEIDFETPGSILVNTNLRALINSRTFHALPSHFQQQLLFLLPEVDRQVGTDGL.... Result: 1 (interaction). (2) The miRNA is hsa-miR-489-3p with sequence GUGACAUCACAUAUACGGCAGC. The protein sequence of the target gene is MMHTTSYRRLSPPHLTDQPSAYSHTHRTFSHFSCGSQPAAQRLHVELWNADLQSEFLCPCLGLTLYLTCNPQLGKRKFCSHSSEDMSKMVSRRNVKDSHEVSGSLQATLQVISFSFPFLLHTCSHPLSHPTSGQRR. Result: 1 (interaction). (3) The miRNA is hsa-miR-376a-5p with sequence GUAGAUUCUCCUUCUAUGAGUA. The protein sequence of the target gene is MQDEERYMTLNVQSKKRSSAQTSQLTFKDYSVTLHWYKILLGISGTVNGILTLTLISLILLVSQGVLLKCQKGSCSNATQYEDTGDLKVNNGTRRNISNKDLCASRSADQTVLCQSEWLKYQGKCYWFSNEMKSWSDSYVYCLERKSHLLIIHDQLEMAFIQKNLRQLNYVWIGLNFTSLKMTWTWVDGSPIDSKIFFIKGPAKENSCAAIKESKIFSETCSSVFKWICQY. Result: 0 (no interaction).